From a dataset of Reaction yield outcomes from USPTO patents with 853,638 reactions. Predict the reaction yield, written as a fraction of the theoretical maximum amount of product (1.0 means a 100% yield; for example, 0.34 means a 34% yield). (1) The reactants are N#N.[NH2:3][C:4]1[C:9]2=[C:10]([C:17]3[CH:22]=[CH:21][C:20]([NH:23][C:24]([NH:26][C:27]4[CH:32]=[C:31]([C:33]([F:36])([F:35])[F:34])[CH:30]=[CH:29][C:28]=4[F:37])=[O:25])=[C:19]([F:38])[CH:18]=3)[C:11]([CH2:14][O:15][CH3:16])=[C:12](Br)[N:8]2[N:7]=[CH:6][N:5]=1.[C:39]([O:43][C:44]([N:46]1[CH2:51][CH:50]=[C:49](B2OC(C)(C)C(C)(C)O2)[CH2:48][CH2:47]1)=[O:45])([CH3:42])([CH3:41])[CH3:40].C([O-])([O-])=O.[Na+].[Na+]. The catalyst is O1CCOCC1. The product is [NH2:3][C:4]1[C:9]2=[C:10]([C:17]3[CH:22]=[CH:21][C:20]([NH:23][C:24](=[O:25])[NH:26][C:27]4[CH:32]=[C:31]([C:33]([F:36])([F:35])[F:34])[CH:30]=[CH:29][C:28]=4[F:37])=[C:19]([F:38])[CH:18]=3)[C:11]([CH2:14][O:15][CH3:16])=[C:12]([C:49]3[CH2:50][CH2:51][N:46]([C:44]([O:43][C:39]([CH3:42])([CH3:41])[CH3:40])=[O:45])[CH2:47][CH:48]=3)[N:8]2[N:7]=[CH:6][N:5]=1. The yield is 0.882. (2) The reactants are Cl.Cl.[F:3][C@H:4]1[C:8]2[N:9]=[CH:10][N:11]=[C:12]([N:13]3[CH2:18][CH2:17][NH:16][CH2:15][CH2:14]3)[C:7]=2[C@H:6]([CH3:19])[CH2:5]1.[Cl:20][C:21]1[CH:26]=[CH:25][C:24]([CH2:27][C:28]([OH:30])=O)=[CH:23][CH:22]=1.[CH:31]([N:34]([CH:37]([CH3:39])C)CC)([CH3:33])C.CN(C(ON1N=NC2C=CC=CC1=2)=[N+](C)C)C.F[P-](F)(F)(F)(F)F. The catalyst is ClCCl. The product is [ClH:20].[Cl:20][C:21]1[CH:22]=[CH:23][C:24]([C@@H:27]([C@@H:31]2[CH2:33][CH2:39][CH2:37][NH:34]2)[C:28]([N:16]2[CH2:15][CH2:14][N:13]([C:12]3[C:7]4[C@H:6]([CH3:19])[CH2:5][C@@H:4]([F:3])[C:8]=4[N:9]=[CH:10][N:11]=3)[CH2:18][CH2:17]2)=[O:30])=[CH:25][CH:26]=1. The yield is 0.810. (3) The reactants are [F:1][C:2]1[CH:7]=[CH:6][C:5]([CH:8]2[CH2:13][CH:12]([C:14]([O:16][CH3:17])=[O:15])[CH2:11][CH2:10][NH:9]2)=[CH:4][CH:3]=1.CCN(C(C)C)C(C)C.Cl[C:28]([O:30][CH3:31])=[O:29]. The catalyst is C(Cl)Cl. The product is [F:1][C:2]1[CH:7]=[CH:6][C:5]([CH:8]2[CH2:13][CH:12]([C:14]([O:16][CH3:17])=[O:15])[CH2:11][CH2:10][N:9]2[C:28]([O:30][CH3:31])=[O:29])=[CH:4][CH:3]=1. The yield is 0.970. (4) The reactants are Cl[C:2]1[N:6]2[CH:7]=[C:8]([F:11])[CH:9]=[CH:10][C:5]2=[N:4][N:3]=1.[NH:12]1[CH2:17][CH2:16][CH:15]([CH2:18][OH:19])[CH2:14][CH2:13]1. The catalyst is CN1C(=O)CCC1. The product is [F:11][C:8]1[CH:9]=[CH:10][C:5]2[N:6]([C:2]([N:12]3[CH2:17][CH2:16][CH:15]([CH2:18][OH:19])[CH2:14][CH2:13]3)=[N:3][N:4]=2)[CH:7]=1. The yield is 0.560. (5) The reactants are [F:1][C:2]1[CH:17]=[C:16]([N+:18]([O-])=O)[CH:15]=[CH:14][C:3]=1[O:4][C:5]1[N:6]=[CH:7][CH:8]=[C:9]2[CH:13]=[CH:12][NH:11][C:10]=12. The catalyst is CC(O)=O.[Fe]. The product is [NH:11]1[C:10]2=[C:5]([O:4][C:3]3[CH:14]=[CH:15][C:16]([NH2:18])=[CH:17][C:2]=3[F:1])[N:6]=[CH:7][CH:8]=[C:9]2[CH:13]=[CH:12]1. The yield is 0.990. (6) The reactants are [C:1](#[N:8])[C:2]1[CH:7]=[CH:6][CH:5]=[CH:4][CH:3]=1.[H-].[H-].[H-].[H-].[Li+].[Al+3].CCO[CH2:18][CH3:19]. No catalyst specified. The product is [N:8]1([C:5]2[CH:6]=[CH:7][C:2]([CH2:1][NH2:8])=[CH:3][CH:4]=2)[CH2:19][CH2:18][CH2:3][CH2:2][CH2:1]1. The yield is 0.820. (7) The reactants are [Cl:1][CH2:2]C(CCl)=O.[CH2:7]([O:14][C:15]([NH:17][C@H:18]([C:26]([OH:28])=O)[CH2:19][C:20]1[CH:25]=[CH:24][CH:23]=[CH:22][CH:21]=1)=[O:16])[C:8]1[CH:13]=[CH:12][CH:11]=[CH:10][CH:9]=1.[BH4-].[Na+]. The catalyst is CO.O1CCCC1. The product is [CH2:7]([O:14][C:15]([NH:17][C@@H:18]([CH2:19][C:20]1[CH:21]=[CH:22][CH:23]=[CH:24][CH:25]=1)[C@H:26]([OH:28])[CH2:2][Cl:1])=[O:16])[C:8]1[CH:9]=[CH:10][CH:11]=[CH:12][CH:13]=1. The yield is 0.430.